Dataset: Catalyst prediction with 721,799 reactions and 888 catalyst types from USPTO. Task: Predict which catalyst facilitates the given reaction. Reactant: [CH2:1]([O:3][C:4]([C:6]1[N:11]=[CH:10][C:9]2[S:12][C:13]([C:15]3[CH:20]=[CH:19][CH:18]=[CH:17][CH:16]=3)=[N:14][C:8]=2[C:7]=1[OH:21])=[O:5])[CH3:2].[Br:22]N1C(=O)CCC1=O. Product: [CH2:1]([O:3][C:4]([C:6]1[N:11]=[C:10]([Br:22])[C:9]2[S:12][C:13]([C:15]3[CH:16]=[CH:17][CH:18]=[CH:19][CH:20]=3)=[N:14][C:8]=2[C:7]=1[OH:21])=[O:5])[CH3:2]. The catalyst class is: 340.